Dataset: NCI-60 drug combinations with 297,098 pairs across 59 cell lines. Task: Regression. Given two drug SMILES strings and cell line genomic features, predict the synergy score measuring deviation from expected non-interaction effect. (1) Cell line: TK-10. Drug 1: CC12CCC(CC1=CCC3C2CCC4(C3CC=C4C5=CN=CC=C5)C)O. Drug 2: C1CNP(=O)(OC1)N(CCCl)CCCl. Synergy scores: CSS=-1.57, Synergy_ZIP=-0.708, Synergy_Bliss=-2.22, Synergy_Loewe=-2.89, Synergy_HSA=-2.86. (2) Drug 1: C1CCN(CC1)CCOC2=CC=C(C=C2)C(=O)C3=C(SC4=C3C=CC(=C4)O)C5=CC=C(C=C5)O. Drug 2: COC1=C(C=C2C(=C1)N=CN=C2NC3=CC(=C(C=C3)F)Cl)OCCCN4CCOCC4. Cell line: COLO 205. Synergy scores: CSS=21.3, Synergy_ZIP=-1.12, Synergy_Bliss=9.23, Synergy_Loewe=3.41, Synergy_HSA=1.96. (3) Drug 1: C1=CC(=CC=C1CCC2=CNC3=C2C(=O)NC(=N3)N)C(=O)NC(CCC(=O)O)C(=O)O. Drug 2: CC=C1C(=O)NC(C(=O)OC2CC(=O)NC(C(=O)NC(CSSCCC=C2)C(=O)N1)C(C)C)C(C)C. Cell line: IGROV1. Synergy scores: CSS=75.6, Synergy_ZIP=4.61, Synergy_Bliss=7.45, Synergy_Loewe=-3.87, Synergy_HSA=9.54. (4) Drug 1: CS(=O)(=O)CCNCC1=CC=C(O1)C2=CC3=C(C=C2)N=CN=C3NC4=CC(=C(C=C4)OCC5=CC(=CC=C5)F)Cl. Drug 2: CC1=C(N=C(N=C1N)C(CC(=O)N)NCC(C(=O)N)N)C(=O)NC(C(C2=CN=CN2)OC3C(C(C(C(O3)CO)O)O)OC4C(C(C(C(O4)CO)O)OC(=O)N)O)C(=O)NC(C)C(C(C)C(=O)NC(C(C)O)C(=O)NCCC5=NC(=CS5)C6=NC(=CS6)C(=O)NCCC[S+](C)C)O. Cell line: MDA-MB-231. Synergy scores: CSS=13.3, Synergy_ZIP=-1.60, Synergy_Bliss=-0.568, Synergy_Loewe=-12.2, Synergy_HSA=-3.00. (5) Drug 1: CC1=C(C=C(C=C1)NC(=O)C2=CC=C(C=C2)CN3CCN(CC3)C)NC4=NC=CC(=N4)C5=CN=CC=C5. Drug 2: COC1=NC(=NC2=C1N=CN2C3C(C(C(O3)CO)O)O)N. Cell line: OVCAR-5. Synergy scores: CSS=1.93, Synergy_ZIP=2.03, Synergy_Bliss=7.00, Synergy_Loewe=0.376, Synergy_HSA=2.16. (6) Drug 1: CN(C)N=NC1=C(NC=N1)C(=O)N. Drug 2: CC1=C2C(C(=O)C3(C(CC4C(C3C(C(C2(C)C)(CC1OC(=O)C(C(C5=CC=CC=C5)NC(=O)C6=CC=CC=C6)O)O)OC(=O)C7=CC=CC=C7)(CO4)OC(=O)C)O)C)OC(=O)C. Cell line: HL-60(TB). Synergy scores: CSS=7.79, Synergy_ZIP=-14.4, Synergy_Bliss=-25.5, Synergy_Loewe=-44.0, Synergy_HSA=-23.1. (7) Drug 1: CC1C(C(CC(O1)OC2CC(CC3=C2C(=C4C(=C3O)C(=O)C5=C(C4=O)C(=CC=C5)OC)O)(C(=O)C)O)N)O.Cl. Drug 2: CCCCCOC(=O)NC1=NC(=O)N(C=C1F)C2C(C(C(O2)C)O)O. Cell line: SK-MEL-2. Synergy scores: CSS=-3.31, Synergy_ZIP=-4.67, Synergy_Bliss=-5.31, Synergy_Loewe=-14.0, Synergy_HSA=-5.86. (8) Drug 1: CCCCCOC(=O)NC1=NC(=O)N(C=C1F)C2C(C(C(O2)C)O)O. Drug 2: CC1C(C(CC(O1)OC2CC(CC3=C2C(=C4C(=C3O)C(=O)C5=C(C4=O)C(=CC=C5)OC)O)(C(=O)CO)O)N)O.Cl. Cell line: K-562. Synergy scores: CSS=25.9, Synergy_ZIP=5.87, Synergy_Bliss=-0.0949, Synergy_Loewe=-39.5, Synergy_HSA=-10.0. (9) Drug 1: CC1=CC=C(C=C1)C2=CC(=NN2C3=CC=C(C=C3)S(=O)(=O)N)C(F)(F)F. Cell line: PC-3. Drug 2: C1=NC2=C(N=C(N=C2N1C3C(C(C(O3)CO)O)F)Cl)N. Synergy scores: CSS=3.59, Synergy_ZIP=-0.563, Synergy_Bliss=2.17, Synergy_Loewe=-11.8, Synergy_HSA=-0.824.